Predict which catalyst facilitates the given reaction. From a dataset of Catalyst prediction with 721,799 reactions and 888 catalyst types from USPTO. (1) Reactant: [CH:1]1[CH:10]=[N:9][C:8]2[C:3](=[C:4]([N+:12]([O-:14])=[O:13])[CH:5]=[CH:6][C:7]=2[OH:11])[CH:2]=1.[CH2:15]([N:17]([CH2:21][CH3:22])[CH2:18][CH2:19][OH:20])[CH3:16]. Product: [CH:1]1[CH:10]=[N:9][C:8]2[C:3](=[C:4]([N+:12]([O-:14])=[O:13])[CH:5]=[CH:6][C:7]=2[OH:11])[CH:2]=1.[CH2:15]([N:17]([CH2:21][CH3:22])[CH2:18][CH2:19][OH:20])[CH3:16]. The catalyst class is: 1. (2) Reactant: Br[C:2]1[CH:10]=[CH:9][CH:8]=[C:7]2[C:3]=1[C:4]1([CH2:25][O:24][C:23]3[CH:26]=[C:27]4[C:31](=[CH:32][C:22]1=3)[CH2:30][CH2:29][O:28]4)[C:5](=O)[N:6]2[CH2:11][C:12]1[O:13][C:14]([C:17]([F:20])([F:19])[F:18])=[CH:15][CH:16]=1.[N:33]1[CH:38]=[C:37](B(O)O)[CH:36]=[N:35][CH:34]=1.C(=O)([O-])[O-].[Na+].[Na+]. Product: [N:33]1[CH:38]=[C:37]([C:2]2[CH:10]=[CH:9][CH:8]=[C:7]3[C:3]=2[C:4]2([CH2:25][O:24][C:23]4[CH:26]=[C:27]5[C:31](=[CH:32][C:22]2=4)[CH2:30][CH2:29][O:28]5)[CH2:5][N:6]3[CH2:11][C:12]2[O:13][C:14]([C:17]([F:19])([F:18])[F:20])=[CH:15][CH:16]=2)[CH:36]=[N:35][CH:34]=1. The catalyst class is: 276. (3) Reactant: [Cl:1][C:2]1[CH:7]=[CH:6][CH:5]=[C:4]([Cl:8])[C:3]=1[CH2:9][S:10]([C:13]1[CH:14]=[C:15]2[C:19](=[CH:20][CH:21]=1)[NH:18][C:17](=[O:22])/[C:16]/2=[CH:23]\[C:24]1[NH:28][C:27]([CH3:29])=[C:26]([C:30]([OH:32])=O)[C:25]=1[CH3:33])(=[O:12])=[O:11].C1C=CC2N(O)N=NC=2C=1.CCN=C=NCCCN(C)C.Cl.[C:56]([O:60][C:61]([N:63]1[CH2:68][CH2:67][N:66]([CH2:69][CH2:70][NH2:71])[CH2:65][CH2:64]1)=[O:62])([CH3:59])([CH3:58])[CH3:57]. Product: [C:56]([O:60][C:61]([N:63]1[CH2:64][CH2:65][N:66]([CH2:69][CH2:70][NH:71][C:30]([C:26]2[C:25]([CH3:33])=[C:24](/[CH:23]=[C:16]3\[C:17](=[O:22])[NH:18][C:19]4[C:15]\3=[CH:14][C:13]([S:10]([CH2:9][C:3]3[C:2]([Cl:1])=[CH:7][CH:6]=[CH:5][C:4]=3[Cl:8])(=[O:11])=[O:12])=[CH:21][CH:20]=4)[NH:28][C:27]=2[CH3:29])=[O:32])[CH2:67][CH2:68]1)=[O:62])([CH3:59])([CH3:58])[CH3:57]. The catalyst class is: 121. (4) Reactant: [N+:1]([C:4]1[CH:9]=[CH:8][C:7]([NH:10][CH:11]2[CH2:16][CH2:15][CH:14]([O:17][CH2:18][C:19]([OH:21])=O)[CH2:13][CH2:12]2)=[CH:6][C:5]=1[C:22]([F:25])([F:24])[F:23])([O-:3])=[O:2].CCN=C=NCCCN(C)C.Cl.C1C=CC2N(O)N=NC=2C=1.CN1CCOCC1.Cl.[CH3:56][C@H:57]1[CH2:62][NH:61][C@H:60]([CH3:63])[CH2:59][N:58]1[CH2:64][C:65]1[S:66][C:67]2[CH:73]=[CH:72][C:71]([C:74]([F:77])([F:76])[F:75])=[CH:70][C:68]=2[N:69]=1. Product: [CH3:63][C@@H:60]1[CH2:59][N:58]([CH2:64][C:65]2[S:66][C:67]3[CH:73]=[CH:72][C:71]([C:74]([F:77])([F:75])[F:76])=[CH:70][C:68]=3[N:69]=2)[C@@H:57]([CH3:56])[CH2:62][N:61]1[C:19](=[O:21])[CH2:18][O:17][CH:14]1[CH2:15][CH2:16][CH:11]([NH:10][C:7]2[CH:8]=[CH:9][C:4]([N+:1]([O-:3])=[O:2])=[C:5]([C:22]([F:24])([F:25])[F:23])[CH:6]=2)[CH2:12][CH2:13]1. The catalyst class is: 31. (5) Reactant: [NH2:1][CH2:2][CH:3]1[O:7][C:6](=[O:8])[N:5]([C:9]2[CH:14]=[CH:13][C:12]([N:15]3[CH:19]=[C:18]([CH2:20][N:21]4[CH:25]=[CH:24][N:23]=[CH:22]4)[N:17]=[CH:16]3)=[C:11]([F:26])[CH:10]=2)[CH2:4]1.C(N(CC)CC)C.Cl[C:35]([O:37][CH3:38])=[O:36].O. Product: [F:26][C:11]1[CH:10]=[C:9]([N:5]2[CH2:4][CH:3]([CH2:2][NH:1][C:35](=[O:36])[O:37][CH3:38])[O:7][C:6]2=[O:8])[CH:14]=[CH:13][C:12]=1[N:15]1[CH:19]=[C:18]([CH2:20][N:21]2[CH:25]=[CH:24][N:23]=[CH:22]2)[N:17]=[CH:16]1. The catalyst class is: 4.